This data is from Catalyst prediction with 721,799 reactions and 888 catalyst types from USPTO. The task is: Predict which catalyst facilitates the given reaction. (1) Reactant: [CH2:1]([O:3][C:4](=[O:26])[C@@H:5]([NH:18][C:19]([O:21][C:22]([CH3:25])([CH3:24])[CH3:23])=[O:20])[CH2:6][CH2:7][CH2:8][C@@H:9]([NH:11][S@](C(C)(C)C)=O)[CH3:10])[CH3:2].Cl. Product: [CH2:1]([O:3][C:4](=[O:26])[C@@H:5]([NH:18][C:19]([O:21][C:22]([CH3:23])([CH3:25])[CH3:24])=[O:20])[CH2:6][CH2:7][CH2:8][C@@H:9]([NH2:11])[CH3:10])[CH3:2]. The catalyst class is: 275. (2) Product: [CH3:4][O:5][C:6]12[CH2:7][CH:8]3[CH2:14][CH:12]([CH2:11][CH:10]([C:9]3([CH3:1])[OH:16])[CH2:15]1)[CH2:13]2. Reactant: [CH3:1][Mg]I.[CH3:4][O:5][C:6]12[CH2:15][CH:10]3[CH2:11][CH:12]([CH2:14][CH:8]([C:9]3=[O:16])[CH2:7]1)[CH2:13]2. The catalyst class is: 332. (3) Reactant: [NH2:1][C:2]1[CH:10]=[C:9]([O:11][CH3:12])[C:8]([Br:13])=[CH:7][C:3]=1[C:4]([OH:6])=[O:5].[C:14](=O)([O-])[O-].[K+].[K+].CI. Product: [NH2:1][C:2]1[CH:10]=[C:9]([O:11][CH3:12])[C:8]([Br:13])=[CH:7][C:3]=1[C:4]([O:6][CH3:14])=[O:5]. The catalyst class is: 9.